This data is from Peptide-MHC class I binding affinity with 185,985 pairs from IEDB/IMGT. The task is: Regression. Given a peptide amino acid sequence and an MHC pseudo amino acid sequence, predict their binding affinity value. This is MHC class I binding data. (1) The binding affinity (normalized) is 0.255. The MHC is HLA-B15:03 with pseudo-sequence HLA-B15:03. The peptide sequence is FLVDGLSSI. (2) The peptide sequence is AIKVLKGFK. The MHC is HLA-A03:01 with pseudo-sequence HLA-A03:01. The binding affinity (normalized) is 0.533. (3) The peptide sequence is KQREALQGGDR. The MHC is Mamu-B08 with pseudo-sequence Mamu-B08. The binding affinity (normalized) is 0.00328.